From a dataset of Peptide-MHC class I binding affinity with 185,985 pairs from IEDB/IMGT. Regression. Given a peptide amino acid sequence and an MHC pseudo amino acid sequence, predict their binding affinity value. This is MHC class I binding data. (1) The peptide sequence is DTGCRIDGY. The MHC is HLA-B48:01 with pseudo-sequence HLA-B48:01. The binding affinity (normalized) is 0.0847. (2) The peptide sequence is AQIDNYNKF. The MHC is Mamu-B03 with pseudo-sequence Mamu-B03. The binding affinity (normalized) is 0.